This data is from Reaction yield outcomes from USPTO patents with 853,638 reactions. The task is: Predict the reaction yield, written as a fraction of the theoretical maximum amount of product (1.0 means a 100% yield; for example, 0.34 means a 34% yield). (1) The reactants are Cl.[NH2:2][C@H:3]([C:14]([O:16][CH3:17])=[O:15])[CH2:4][C:5]1[C:13]2[C:8](=[CH:9][CH:10]=[CH:11][CH:12]=2)[NH:7][CH:6]=1.C(N(CC)CC)C.[CH3:25][O:26][C:27]1[CH:37]=[CH:36][CH:35]=[CH:34][C:28]=1[CH:29]=[CH:30][C:31](O)=[O:32].CCN=C=NCCCN(C)C.Cl. The catalyst is C(Cl)Cl. The product is [CH3:25][O:26][C:27]1[CH:37]=[CH:36][CH:35]=[CH:34][C:28]=1[CH:29]=[CH:30][C:31]([NH:2][C@H:3]([C:14]([O:16][CH3:17])=[O:15])[CH2:4][C:5]1[C:13]2[C:8](=[CH:9][CH:10]=[CH:11][CH:12]=2)[NH:7][CH:6]=1)=[O:32]. The yield is 0.880. (2) The reactants are [NH2:1][C:2]1[NH:3][C:4](=[O:20])[C:5]2[N:6]=[CH:7][N:8]([C@H]3[C@@H](O)[C@@H](O)[C@H](CO)O3)[C:9]=2[N:10]=1.[Cl:21][C:22]1[CH:27]=[CH:26][C:25]([CH2:28]Cl)=[CH:24][CH:23]=1.Cl. The catalyst is CS(C)=O. The product is [NH2:1][C:2]1[NH:3][C:4](=[O:20])[C:5]2[N:6]([CH2:28][C:25]3[CH:26]=[CH:27][C:22]([Cl:21])=[CH:23][CH:24]=3)[CH:7]=[N:8][C:9]=2[N:10]=1. The yield is 0.741. (3) The reactants are [OH:1][C:2]1[CH:7]=[C:6]([Br:8])[CH:5]=[CH:4][N:3]=1.[OH-].[K+].[CH3:11][N:12]([CH2:14][CH2:15]Cl)[CH3:13].Cl. The catalyst is CS(C)=O.O. The product is [Br:8][C:6]1[CH:5]=[CH:4][N:3]([CH2:15][CH2:14][N:12]([CH3:13])[CH3:11])[C:2](=[O:1])[CH:7]=1. The yield is 0.720. (4) The reactants are [Cl:1][C:2]1[N:3]=[C:4](Cl)[C:5]2[C:10]([C:11]3[CH:20]=[CH:19][C:14]([C:15]([NH:17][CH3:18])=[O:16])=[CH:13][CH:12]=3)=[CH:9][N:8]([CH2:21][O:22][CH2:23][CH2:24][Si:25]([CH3:28])([CH3:27])[CH3:26])[C:6]=2[N:7]=1.[O:30]1[CH2:35][CH2:34][CH:33]([OH:36])[CH2:32][CH2:31]1.CC(C)([O-])C.[Na+]. The catalyst is O1CCOCC1.C(Cl)Cl. The product is [Cl:1][C:2]1[N:3]=[C:4]([O:36][CH:33]2[CH2:34][CH2:35][O:30][CH2:31][CH2:32]2)[C:5]2[C:10]([C:11]3[CH:20]=[CH:19][C:14]([C:15]([NH:17][CH3:18])=[O:16])=[CH:13][CH:12]=3)=[CH:9][N:8]([CH2:21][O:22][CH2:23][CH2:24][Si:25]([CH3:26])([CH3:28])[CH3:27])[C:6]=2[N:7]=1. The yield is 0.890. (5) The reactants are [C:1]([O:6]CC)(=[O:5])C(C)=O.[CH2:9](O)[CH2:10]O.B(F)(F)F.[C:17]([OH:20])(=[O:19])[CH3:18]. The catalyst is ClCCl. The product is [CH3:18][C:17]1([C:1]([OH:6])=[O:5])[O:20][CH2:10][CH2:9][O:19]1. The yield is 0.380. (6) The reactants are [C:1]([C:4]1[CH:5]=[CH:6][C:7]([N:10]2[CH2:15][CH2:14][CH:13]([N:16]3[CH2:21][CH2:20][CH2:19][C@H:18]([NH:22][C:23]4[CH:28]=[C:27]([F:29])[C:26]([S:30]([CH3:33])(=[O:32])=[O:31])=[CH:25][C:24]=4[F:34])[C:17]3=[O:35])[CH2:12][CH2:11]2)=[N:8][CH:9]=1)(=[O:3])[CH3:2].[BH4-].[Na+]. The catalyst is CO. The product is [F:34][C:24]1[CH:25]=[C:26]([S:30]([CH3:33])(=[O:31])=[O:32])[C:27]([F:29])=[CH:28][C:23]=1[NH:22][C@H:18]1[CH2:19][CH2:20][CH2:21][N:16]([CH:13]2[CH2:14][CH2:15][N:10]([C:7]3[CH:6]=[CH:5][C:4]([CH:1]([OH:3])[CH3:2])=[CH:9][N:8]=3)[CH2:11][CH2:12]2)[C:17]1=[O:35]. The yield is 0.766. (7) The reactants are Cl[C:2]1[C:7]([C:8]#[N:9])=[C:6]([Cl:10])[N:5]=[C:4]([S:11][CH3:12])[N:3]=1.[F:13][C:14]1[CH:20]=[CH:19][CH:18]=[C:17]([F:21])[C:15]=1[NH2:16].CO.O. The catalyst is CN(C=O)C. The product is [Cl:10][C:6]1[C:7]([C:8]#[N:9])=[C:2]([NH:16][C:15]2[C:14]([F:13])=[CH:20][CH:19]=[CH:18][C:17]=2[F:21])[N:3]=[C:4]([S:11][CH3:12])[N:5]=1. The yield is 0.900.